From a dataset of Catalyst prediction with 721,799 reactions and 888 catalyst types from USPTO. Predict which catalyst facilitates the given reaction. (1) Reactant: [CH2:1]([O:3][C:4](=[O:12])[CH:5]([NH:8][C:9](=O)[CH3:10])[C:6]#[N:7])[CH3:2].COC1C=CC(P2(SP(C3C=CC(OC)=CC=3)(=S)S2)=[S:22])=CC=1. Product: [CH2:1]([O:3][C:4]([C:5]1[N:8]=[C:9]([CH3:10])[S:22][C:6]=1[NH2:7])=[O:12])[CH3:2]. The catalyst class is: 11. (2) Reactant: [Br:1][C:2]1S[C:5]([C:7]([NH2:9])=[O:8])=[CH:4][C:3]=1C.BrC1SC(C(OC)=O)=CC=1C.[NH3:22].BrC1SC([C:29]#[N:30])=CC=1C.O=P(Cl)(Cl)Cl. Product: [NH2:22][C:4]1[C:5]([C:7]([NH2:9])=[O:8])=[N:30][CH:29]=[C:2]([Br:1])[CH:3]=1. The catalyst class is: 5. (3) Reactant: [NH2:1][C@H:2]1[CH2:7][CH2:6][O:5][C:3]1=[O:4].Br.C([O-])(O)=O.[Na+].[CH3:14][Si:15]([CH3:30])([CH3:29])[CH2:16][CH2:17][O:18][C:19](ON1C(=O)CCC1=O)=[O:20]. Product: [CH3:14][Si:15]([CH2:16][CH2:17][O:18][C:19]([NH:1][C@H:2]1[CH2:7][CH2:6][O:5][C:3]1=[O:4])=[O:20])([CH3:30])[CH3:29]. The catalyst class is: 38. (4) Reactant: C[O:2][C:3]([C:5]1[CH:10]=[CH:9][C:8]([C:11]2[CH:16]=[C:15]([Cl:17])[C:14]([CH2:18][C@@H:19]3[CH2:23][CH2:22][N:21]([C@H:24]4[CH2:29][CH2:28][C@H:27]([O:30][CH3:31])[CH2:26][CH2:25]4)[C:20]3=[O:32])=[C:13]([Cl:33])[CH:12]=2)=[CH:7][CH:6]=1)=[O:4].[OH-].[Na+]. Product: [Cl:33][C:13]1[CH:12]=[C:11]([C:8]2[CH:7]=[CH:6][C:5]([C:3]([OH:4])=[O:2])=[CH:10][CH:9]=2)[CH:16]=[C:15]([Cl:17])[C:14]=1[CH2:18][C@@H:19]1[CH2:23][CH2:22][N:21]([C@H:24]2[CH2:25][CH2:26][C@H:27]([O:30][CH3:31])[CH2:28][CH2:29]2)[C:20]1=[O:32]. The catalyst class is: 5.